This data is from NCI-60 drug combinations with 297,098 pairs across 59 cell lines. The task is: Regression. Given two drug SMILES strings and cell line genomic features, predict the synergy score measuring deviation from expected non-interaction effect. (1) Drug 1: C1=C(C(=O)NC(=O)N1)F. Drug 2: CCN(CC)CCNC(=O)C1=C(NC(=C1C)C=C2C3=C(C=CC(=C3)F)NC2=O)C. Cell line: KM12. Synergy scores: CSS=35.5, Synergy_ZIP=-15.6, Synergy_Bliss=-22.9, Synergy_Loewe=-16.1, Synergy_HSA=-15.7. (2) Drug 1: C(=O)(N)NO. Drug 2: CC1C(C(CC(O1)OC2CC(CC3=C2C(=C4C(=C3O)C(=O)C5=C(C4=O)C(=CC=C5)OC)O)(C(=O)CO)O)N)O.Cl. Cell line: HL-60(TB). Synergy scores: CSS=53.4, Synergy_ZIP=5.84, Synergy_Bliss=9.04, Synergy_Loewe=-28.6, Synergy_HSA=5.45.